Dataset: Catalyst prediction with 721,799 reactions and 888 catalyst types from USPTO. Task: Predict which catalyst facilitates the given reaction. (1) Reactant: [Cl:1][C:2]1[C:7]2[CH2:8][O:9][C@:10]3([CH3:15])[C@H:14]([C:6]=2[CH:5]=[CH:4][CH:3]=1)[CH2:13][NH:12][CH2:11]3.[Br:16]N1C(=O)CCC1=O. Product: [Br:16][C:5]1[C:6]2[C@H:14]3[C@:10]([CH3:15])([CH2:11][NH:12][CH2:13]3)[O:9][CH2:8][C:7]=2[C:2]([Cl:1])=[CH:3][CH:4]=1. The catalyst class is: 65. (2) The catalyst class is: 147. Reactant: [CH3:1][N:2]1[CH2:7][CH2:6][N:5]([CH2:8][CH2:9][C:10]([O:12]C)=O)[CH2:4][CH2:3]1.[CH2:14]([NH2:26])[CH2:15][CH2:16][CH2:17][CH2:18][CH2:19][CH2:20][CH2:21][CH2:22][CH2:23][CH2:24][CH3:25]. Product: [CH2:14]([NH:26][C:10](=[O:12])[CH2:9][CH2:8][N:5]1[CH2:4][CH2:3][N:2]([CH3:1])[CH2:7][CH2:6]1)[CH2:15][CH2:16][CH2:17][CH2:18][CH2:19][CH2:20][CH2:21][CH2:22][CH2:23][CH2:24][CH3:25]. (3) Reactant: Cl[C:2]1[C:11]2=[N:12][N:13](CC3C=CC(OC)=CC=3)[CH:14]=[C:10]2[C:9]2[CH:8]=[C:7]([O:24][CH3:25])[CH:6]=[CH:5][C:4]=2[N:3]=1.[N:26]1[NH:27][CH:28]=[C:29]2[C:34]=1[C:33]([NH2:35])=[CH:32][CH:31]=[CH:30]2.Cl. Product: [N:26]1[NH:27][CH:28]=[C:29]2[C:34]=1[C:33]([NH:35][C:2]1[C:11]3=[N:12][NH:13][CH:14]=[C:10]3[C:9]3[CH:8]=[C:7]([O:24][CH3:25])[CH:6]=[CH:5][C:4]=3[N:3]=1)=[CH:32][CH:31]=[CH:30]2. The catalyst class is: 71. (4) Reactant: C(O)(C(F)(F)F)=O.[CH2:8]([O:47][CH:48]1[C@H:52]2[C@H:53](OC3CCCCO3)[N:54](C(OC(C)(C)C)=O)[C:55]3[CH:62]=[C:61]([O:63][CH3:64])[CH:60]=[CH:59][C:56]=3[C:57](=[O:58])[N:51]2[CH2:50][CH2:49]1)[CH2:9][CH2:10][CH2:11][CH2:12][CH2:13][CH2:14][O:15][CH:16]1[C@H:20]2[C@H:21](OC3CCCCO3)[N:22](C(OC(C)(C)C)=O)[C:23]3[CH:30]=[C:29]([O:31][CH3:32])[CH:28]=[CH:27][C:24]=3[C:25](=[O:26])[N:19]2[CH2:18][CH2:17]1.C([O-])(O)=O.[Na+]. Product: [CH2:8]([O:47][CH:48]1[C@@H:52]2[CH:53]=[N:54][C:55]3[CH:62]=[C:61]([O:63][CH3:64])[CH:60]=[CH:59][C:56]=3[C:57](=[O:58])[N:51]2[CH2:50][CH2:49]1)[CH2:9][CH2:10][CH2:11][CH2:12][CH2:13][CH2:14][O:15][CH:16]1[C@@H:20]2[CH:21]=[N:22][C:23]3[CH:30]=[C:29]([O:31][CH3:32])[CH:28]=[CH:27][C:24]=3[C:25](=[O:26])[N:19]2[CH2:18][CH2:17]1. The catalyst class is: 254. (5) The catalyst class is: 6. Product: [C:14]1([N:11]2[CH2:12][CH2:13][N:8]([C:6]3[N:7]=[C:2]([CH2:25][CH2:24][CH2:23][NH2:26])[C:3]4[S:22][CH2:21][CH2:20][C:4]=4[N:5]=3)[CH2:9][CH2:10]2)[CH:19]=[CH:18][CH:17]=[CH:16][CH:15]=1. Reactant: Cl[C:2]1[C:3]2[S:22][CH2:21][CH2:20][C:4]=2[N:5]=[C:6]([N:8]2[CH2:13][CH2:12][N:11]([C:14]3[CH:19]=[CH:18][CH:17]=[CH:16][CH:15]=3)[CH2:10][CH2:9]2)[N:7]=1.[CH2:23]([NH2:26])[CH2:24][CH3:25]. (6) Reactant: [H-].[Na+].[CH3:3][C@:4]1([C:19]([O:21][C:22]([CH3:25])([CH3:24])[CH3:23])=[O:20])[C:8](=[CH2:9])[C:7](=[O:10])[N:6]([C@@H:11]([C:13]2[CH:18]=[CH:17][CH:16]=[CH:15][CH:14]=2)[CH3:12])[CH2:5]1.[I-].[CH3:27][S+](C)C.C(O)(=O)CC(CC(O)=O)(C(O)=O)O. Product: [CH3:3][C@:4]1([C:19]([O:21][C:22]([CH3:24])([CH3:23])[CH3:25])=[O:20])[C:8]2([CH2:27][CH2:9]2)[C:7](=[O:10])[N:6]([C@@H:11]([C:13]2[CH:18]=[CH:17][CH:16]=[CH:15][CH:14]=2)[CH3:12])[CH2:5]1. The catalyst class is: 58.